From a dataset of Forward reaction prediction with 1.9M reactions from USPTO patents (1976-2016). Predict the product of the given reaction. (1) Given the reactants [CH2:1]([C:8]1[CH:9]=[C:10]([CH:15]=[CH:16][CH:17]=1)[C:11]([O:13]C)=[O:12])[C:2]1[CH:7]=[CH:6][CH:5]=[CH:4][CH:3]=1.O.[OH-].[Li+], predict the reaction product. The product is: [CH2:1]([C:8]1[CH:9]=[C:10]([CH:15]=[CH:16][CH:17]=1)[C:11]([OH:13])=[O:12])[C:2]1[CH:3]=[CH:4][CH:5]=[CH:6][CH:7]=1. (2) The product is: [CH2:18]1[C:17]2[CH2:32][CH2:33][CH2:34][C:16]=2[C:15]([C:13]([NH2:12])=[O:14])=[CH:20][NH:19]1. Given the reactants [Si](OCCO[NH:12][C:13]([C:15]1[C:16]2[CH2:34][C:33](C)(C)[CH2:32][C:17]=2[C:18](=O)[N:19](C)[C:20]=1NC1C=CC(I)=CC=1F)=[O:14])(C(C)(C)C)(C)C.CCCC[N+](CCCC)(CCCC)CCCC.[F-], predict the reaction product. (3) Given the reactants [F:1][C:2]1[CH:7]=[CH:6][CH:5]=[C:4]([F:8])[C:3]=1[CH:9]1[O:13][N:12]=[C:11]([C:14]2[N:15]=[C:16]([CH:19]3[CH2:24][O:23][N:22](C(OCC)=O)[CH2:21][CH2:20]3)[S:17][CH:18]=2)[CH2:10]1.[OH-].[K+].Cl.[OH-].[Na+], predict the reaction product. The product is: [F:8][C:4]1[CH:5]=[CH:6][CH:7]=[C:2]([F:1])[C:3]=1[CH:9]1[O:13][N:12]=[C:11]([C:14]2[N:15]=[C:16]([CH:19]3[CH2:24][O:23][NH:22][CH2:21][CH2:20]3)[S:17][CH:18]=2)[CH2:10]1. (4) Given the reactants Br[C:2]1[CH:24]=[CH:23][C:5]2[C:6]3[N:7]([CH:11]=[C:12]([C:14]4[N:15]([CH:20]([CH3:22])[CH3:21])[CH:16]=[C:17]([CH3:19])[N:18]=4)[N:13]=3)[CH2:8][CH2:9][O:10][C:4]=2[CH:3]=1.[CH3:25][C:26]([OH:43])([CH3:42])[CH2:27][N:28]1[CH:32]=[C:31](B2OC(C)(C)C(C)(C)O2)[CH:30]=[N:29]1, predict the reaction product. The product is: [CH:20]([N:15]1[CH:16]=[C:17]([CH3:19])[N:18]=[C:14]1[C:12]1[N:13]=[C:6]2[C:5]3[CH:23]=[CH:24][C:2]([C:31]4[CH:30]=[N:29][N:28]([CH2:27][C:26]([CH3:42])([OH:43])[CH3:25])[CH:32]=4)=[CH:3][C:4]=3[O:10][CH2:9][CH2:8][N:7]2[CH:11]=1)([CH3:22])[CH3:21]. (5) Given the reactants [C:1]([O:5][C:6](=[O:32])[NH:7][C:8]([C:11]1[CH:16]=[CH:15][C:14]([N:17](CC2C=CC=CC=2)CC2C=CC=CC=2)=[CH:13][N:12]=1)([CH3:10])[CH3:9])([CH3:4])([CH3:3])[CH3:2].CO.C(Cl)(Cl)Cl, predict the reaction product. The product is: [C:1]([O:5][C:6](=[O:32])[NH:7][C:8]([C:11]1[CH:16]=[CH:15][C:14]([NH2:17])=[CH:13][N:12]=1)([CH3:10])[CH3:9])([CH3:2])([CH3:3])[CH3:4]. (6) Given the reactants C(OC[N:10]1[CH:14]=[N:13][CH:12]=[N:11]1)C1C=CC=CC=1.C([Li])CCC.Br[C:21]1[CH:22]=[CH:23][C:24]2[N:29](CC3C=CC(OC)=CC=3)[C:28](=[O:39])[O:27][C:26]([CH2:44][NH:45][C:46](=[O:54])[C:47]3[CH:52]=[CH:51][C:50]([F:53])=[CH:49][CH:48]=3)([C:40]([F:43])([F:42])[F:41])[C:25]=2[CH:55]=1.CN(C=O)C, predict the reaction product. The product is: [F:53][C:50]1[CH:51]=[CH:52][C:47]([C:46]([NH:45][CH2:44][C:26]2([C:40]([F:41])([F:42])[F:43])[C:25]3[CH:55]=[C:21]([C:12]4[NH:11][N:10]=[CH:14][N:13]=4)[CH:22]=[CH:23][C:24]=3[NH:29][C:28](=[O:39])[O:27]2)=[O:54])=[CH:48][CH:49]=1. (7) Given the reactants [NH2:1][C:2]1[CH:3]=[N:4][C:5]2[C:10]([C:11]=1[NH:12][CH2:13][C:14]([NH:17][C:18]([NH:20][CH:21]([CH3:23])[CH3:22])=[O:19])([CH3:16])[CH3:15])=[CH:9][CH:8]=[C:7]([O:24][CH2:25][C:26]1[CH:31]=[CH:30][CH:29]=[CH:28][CH:27]=1)[CH:6]=2.[CH2:32]([O:39][C:40]1C=CC2C3N(CC(N(C(C)C)C(N)=O)(C)C)C(COCC)=NC=3C=NC=2[CH:49]=1)[C:33]1C=CC=CC=1, predict the reaction product. The product is: [CH2:25]([O:24][C:7]1[CH:8]=[CH:9][C:10]2[C:11]3[N:12]([CH2:13][C:14]([NH:17][C:18]([NH:20][CH:21]([CH3:23])[CH3:22])=[O:19])([CH3:16])[CH3:15])[C:33]([CH2:32][O:39][CH2:40][CH3:49])=[N:1][C:2]=3[CH:3]=[N:4][C:5]=2[CH:6]=1)[C:26]1[CH:27]=[CH:28][CH:29]=[CH:30][CH:31]=1. (8) Given the reactants [CH3:1]OB(O)O.C([O-])([O-])=O.[Na+].[Na+].[NH2:12][C:13]1[C:45]([Cl:46])=[CH:44][C:16]([CH2:17][C@@H:18]([CH2:23][C:24](=[O:43])[N:25]2[CH2:30][CH2:29][CH:28]([N:31]3[CH2:37][CH2:36][C:35]4[CH:38]=[CH:39][CH:40]=[CH:41][C:34]=4[NH:33][C:32]3=[O:42])[CH2:27][CH2:26]2)[C:19]([O:21][CH3:22])=[O:20])=[CH:15][C:14]=1Br, predict the reaction product. The product is: [NH2:12][C:13]1[C:14]([CH3:1])=[CH:15][C:16]([CH2:17][C@@H:18]([CH2:23][C:24](=[O:43])[N:25]2[CH2:30][CH2:29][CH:28]([N:31]3[CH2:37][CH2:36][C:35]4[CH:38]=[CH:39][CH:40]=[CH:41][C:34]=4[NH:33][C:32]3=[O:42])[CH2:27][CH2:26]2)[C:19]([O:21][CH3:22])=[O:20])=[CH:44][C:45]=1[Cl:46]. (9) Given the reactants C([N:8]1[CH2:13][CH2:12][CH2:11][CH:10]([N:14]2[CH2:19][CH2:18][CH:17]([CH3:20])[CH2:16][CH2:15]2)[CH2:9]1)C1C=CC=CC=1.[H][H].CCOC(C)=O.CO.N, predict the reaction product. The product is: [CH3:20][CH:17]1[CH2:18][CH2:19][N:14]([CH:10]2[CH2:11][CH2:12][CH2:13][NH:8][CH2:9]2)[CH2:15][CH2:16]1.